From a dataset of Catalyst prediction with 721,799 reactions and 888 catalyst types from USPTO. Predict which catalyst facilitates the given reaction. (1) Reactant: [CH3:1][S:2](Cl)(=[O:4])=[O:3].[S:6]1[C:10]2[CH:11]=[CH:12][CH:13]=[CH:14][C:9]=2[N:8]=[C:7]1[CH2:15][OH:16].C(N(C(C)C)CC)(C)C.C(=O)([O-])O.[Na+]. Product: [CH3:1][S:2]([O:16][CH2:15][C:7]1[S:6][C:10]2[CH:11]=[CH:12][CH:13]=[CH:14][C:9]=2[N:8]=1)(=[O:4])=[O:3]. The catalyst class is: 13. (2) Reactant: [N+:1]([C:4]1[CH:12]=[CH:11][C:7]([C:8](Cl)=[O:9])=[CH:6][CH:5]=1)([O-:3])=[O:2].[C:13]1([O:21][CH3:22])[C:14](=[CH:17][CH:18]=[CH:19][CH:20]=1)[O:15][CH3:16]. Product: [CH3:16][O:15][C:14]1[CH:17]=[C:18]([CH:19]=[CH:20][C:13]=1[O:21][CH3:22])[C:8]([C:7]1[CH:11]=[CH:12][C:4]([N+:1]([O-:3])=[O:2])=[CH:5][CH:6]=1)=[O:9]. The catalyst class is: 13. (3) Reactant: [OH:1][C@@H:2]1[CH2:7][CH2:6][C@H:5]([NH:8][C:9](=[O:15])[O:10][C:11]([CH3:14])([CH3:13])[CH3:12])[CH2:4][CH2:3]1.CCN(C(C)C)C(C)C.[CH3:25][S:26](Cl)(=[O:28])=[O:27]. Product: [CH3:25][S:26]([O:1][C@H:2]1[CH2:7][CH2:6][C@@H:5]([NH:8][C:9]([O:10][C:11]([CH3:12])([CH3:14])[CH3:13])=[O:15])[CH2:4][CH2:3]1)(=[O:28])=[O:27]. The catalyst class is: 2. (4) Reactant: [CH2:1]([N:3]([CH2:23][CH2:24][OH:25])[C:4]1[CH:9]=[CH:8][C:7]([C:10]2[C:19]3[C:14](=[CH:15][CH:16]=[CH:17][CH:18]=3)[C:13](=[O:20])[C:12](=[N:21]O)[CH:11]=2)=[CH:6][CH:5]=1)[CH3:2].[CH3:26][N:27]1[C:35]2[C:30](=[CH:31][CH:32]=[CH:33][CH:34]=2)[C:29]([CH3:37])([CH3:36])[C:28]1=[CH2:38]. Product: [CH2:1]([N:3]([C:4]1[CH:9]=[CH:8][C:7]([C:10]2[C:19]3[C:14](=[CH:15][CH:16]=[CH:17][CH:18]=3)[C:13]3[O:20][C:28]4([C:29]([CH3:37])([CH3:36])[C:30]5[C:35](=[CH:34][CH:33]=[CH:32][CH:31]=5)[N:27]4[CH3:26])[CH:38]=[N:21][C:12]=3[CH:11]=2)=[CH:6][CH:5]=1)[CH2:23][CH2:24][OH:25])[CH3:2]. The catalyst class is: 8. (5) Reactant: [CH3:1][O:2][C:3](=[O:31])[C@@H:4]([NH:23]C(OC(C)(C)C)=O)[CH2:5][C:6]1[CH:11]=[CH:10][C:9]([O:12][C:13]2[C:22]3[C:17](=[CH:18][N:19]=[CH:20][CH:21]=3)[CH:16]=[CH:15][N:14]=2)=[CH:8][CH:7]=1.FC(F)(F)C(O)=O. Product: [CH3:1][O:2][C:3](=[O:31])[C@@H:4]([NH2:23])[CH2:5][C:6]1[CH:7]=[CH:8][C:9]([O:12][C:13]2[C:22]3[C:17](=[CH:18][N:19]=[CH:20][CH:21]=3)[CH:16]=[CH:15][N:14]=2)=[CH:10][CH:11]=1. The catalyst class is: 4. (6) Reactant: [NH2:1][C:2]1[CH:3]=[C:4]([C:11]2[O:15][N:14]=[C:13]([C:16]3[CH:25]=[CH:24][C:19]([C:20]([O:22][CH3:23])=[O:21])=[C:18]([F:26])[CH:17]=3)[N:12]=2)[CH:5]=[CH:6][C:7]=1[N:8]([CH3:10])[CH3:9].[S:27](Cl)([CH3:30])(=[O:29])=[O:28]. Product: [CH3:10][N:8]([CH3:9])[C:7]1[CH:6]=[CH:5][C:4]([C:11]2[O:15][N:14]=[C:13]([C:16]3[CH:25]=[CH:24][C:19]([C:20]([O:22][CH3:23])=[O:21])=[C:18]([F:26])[CH:17]=3)[N:12]=2)=[CH:3][C:2]=1[NH:1][S:27]([CH3:30])(=[O:29])=[O:28]. The catalyst class is: 17. (7) Reactant: [Cl:1][C:2]1[C:3]([Cl:11])=[N:4][CH:5]=[C:6]([CH:10]=1)[C:7]([OH:9])=[O:8].CN(C1C=CC=CN=1)C.C(OC(O[C:24]([CH3:27])([CH3:26])[CH3:25])=O)(O[C:24]([CH3:27])([CH3:26])[CH3:25])=O. The catalyst class is: 7. Product: [Cl:1][C:2]1[C:3]([Cl:11])=[N:4][CH:5]=[C:6]([CH:10]=1)[C:7]([O:9][C:24]([CH3:27])([CH3:26])[CH3:25])=[O:8].